From a dataset of Forward reaction prediction with 1.9M reactions from USPTO patents (1976-2016). Predict the product of the given reaction. Given the reactants [CH2:1]([C:3]1[CH:4]=[C:5]([CH:9]=[C:10]([CH3:12])[N:11]=1)[C:6]([OH:8])=O)[CH3:2].[C:13]([O:17][C:18]([NH:20][NH2:21])=[O:19])([CH3:16])([CH3:15])[CH3:14].CCN(C(C)C)C(C)C.CN(C(ON1N=NC2C=CC=CC1=2)=[N+](C)C)C.[B-](F)(F)(F)F, predict the reaction product. The product is: [C:13]([O:17][C:18]([NH:20][NH:21][C:6]([C:5]1[CH:9]=[C:10]([CH3:12])[N:11]=[C:3]([CH2:1][CH3:2])[CH:4]=1)=[O:8])=[O:19])([CH3:16])([CH3:15])[CH3:14].